This data is from Forward reaction prediction with 1.9M reactions from USPTO patents (1976-2016). The task is: Predict the product of the given reaction. (1) Given the reactants BrBr.[F:3][C:4]1[CH:9]=[C:8]([CH2:10][C:11]([C:13]2[CH:18]=[CH:17][CH:16]=[C:15]([CH3:19])[CH:14]=2)=O)[CH:7]=[CH:6][N:5]=1.C(N(CC)CC)C.[NH2:27][C:28]([NH2:30])=[S:29].C(=O)([O-])O.[Na+], predict the reaction product. The product is: [F:3][C:4]1[CH:9]=[C:8]([C:10]2[S:29][C:28]([NH2:30])=[N:27][C:11]=2[C:13]2[CH:18]=[CH:17][CH:16]=[C:15]([CH3:19])[CH:14]=2)[CH:7]=[CH:6][N:5]=1. (2) Given the reactants [CH3:1][C:2]1[CH:6]=[C:5]([NH2:7])[NH:4][N:3]=1.[F:8][C:9]1[CH:10]=[C:11]([C:16](=O)[CH2:17][C:18](OCC)=[O:19])[CH:12]=[CH:13][C:14]=1[F:15], predict the reaction product. The product is: [F:8][C:9]1[CH:10]=[C:11]([C:16]2[N:4]3[N:3]=[C:2]([CH3:1])[CH:6]=[C:5]3[NH:7][C:18](=[O:19])[CH:17]=2)[CH:12]=[CH:13][C:14]=1[F:15]. (3) The product is: [O:19]=[C:13]1[CH:12]([N:5]2[C:4](=[O:20])[C:3]3[C:7](=[CH:8][CH:9]=[CH:10][C:2]=3[NH:1][C:21](=[O:28])[CH2:22][CH2:23][CH2:24][CH2:25][CH2:26][CH3:27])[C:6]2=[O:11])[CH2:17][CH2:16][C:15](=[O:18])[NH:14]1. Given the reactants [NH2:1][C:2]1[CH:10]=[CH:9][CH:8]=[C:7]2[C:3]=1[C:4](=[O:20])[N:5]([CH:12]1[CH2:17][CH2:16][C:15](=[O:18])[NH:14][C:13]1=[O:19])[C:6]2=[O:11].[C:21](Cl)(=[O:28])[CH2:22][CH2:23][CH2:24][CH2:25][CH2:26][CH3:27], predict the reaction product. (4) Given the reactants [C:1]([C:3]1[CH:8]=[CH:7][C:6]([CH2:9][CH2:10][C:11]([O:13][CH3:14])=[O:12])=[C:5]([F:15])[CH:4]=1)#[CH:2].Br/[C:17](=[CH:19]\[CH3:20])/[CH3:18], predict the reaction product. The product is: [F:15][C:5]1[CH:4]=[C:3]([C:1]#[C:2]/[C:17](/[CH3:18])=[CH:19]\[CH3:20])[CH:8]=[CH:7][C:6]=1[CH2:9][CH2:10][C:11]([O:13][CH3:14])=[O:12]. (5) The product is: [CH3:1][C:2]1[S:6][C:5]([C:7]2[CH:12]=[CH:11][N:10]=[CH:9][C:8]=2[N:13]2[CH2:14][CH2:15][CH:16]([C:19]([N:41]3[CH2:40][CH2:39][CH2:38][C@@H:36]3[C:37]#[N:42])=[O:21])[CH2:17][CH2:18]2)=[N:4][CH:3]=1. Given the reactants [CH3:1][C:2]1[S:6][C:5]([C:7]2[CH:12]=[CH:11][N:10]=[CH:9][C:8]=2[N:13]2[CH2:18][CH2:17][CH:16]([C:19]([OH:21])=O)[CH2:15][CH2:14]2)=[N:4][CH:3]=1.CN(C=O)C.CN(C(ON1N=[N:42][C:37]2[CH:38]=[CH:39][CH:40]=[N:41][C:36]1=2)=[N+](C)C)C.F[P-](F)(F)(F)(F)F.Cl.N1CCC[C@@H]1C#N, predict the reaction product.